Dataset: Forward reaction prediction with 1.9M reactions from USPTO patents (1976-2016). Task: Predict the product of the given reaction. (1) Given the reactants [Cl:1][C:2]1[C:3](Cl)=[N:4][CH:5]=[C:6]([CH:10]=1)[C:7]([OH:9])=[O:8].[F:12][CH:13]([F:16])[CH2:14][OH:15], predict the reaction product. The product is: [Cl:1][C:2]1[C:3]([O:15][CH2:14][CH:13]([F:16])[F:12])=[N:4][CH:5]=[C:6]([CH:10]=1)[C:7]([OH:9])=[O:8]. (2) Given the reactants [Cl:1][C:2]1[CH:3]=[C:4]2[C:8](=[CH:9][CH:10]=1)[N:7]([C:11]1[CH:16]=[CH:15][CH:14]=[C:13]([C:17]([F:20])([F:19])[F:18])[CH:12]=1)[C:6]([CH:21]([NH:28][C:29]1[CH:38]=[CH:37][C:32]([C:33]([O:35]C)=[O:34])=[CH:31][CH:30]=1)[CH2:22][CH2:23][CH2:24][CH2:25][CH2:26][CH3:27])=[CH:5]2.O1CCCC1.[OH-].[Na+], predict the reaction product. The product is: [Cl:1][C:2]1[CH:3]=[C:4]2[C:8](=[CH:9][CH:10]=1)[N:7]([C:11]1[CH:16]=[CH:15][CH:14]=[C:13]([C:17]([F:20])([F:19])[F:18])[CH:12]=1)[C:6]([CH:21]([NH:28][C:29]1[CH:30]=[CH:31][C:32]([C:33]([OH:35])=[O:34])=[CH:37][CH:38]=1)[CH2:22][CH2:23][CH2:24][CH2:25][CH2:26][CH3:27])=[CH:5]2. (3) Given the reactants [C:1](Cl)(=[O:5])[CH:2]([CH3:4])[CH3:3].[NH2:7][CH2:8][CH2:9][CH2:10][CH2:11][N:12]1[C:20]2[CH:19]=[C:18]([CH3:21])[N:17]=[C:16]([NH2:22])[C:15]=2[N:14]=[C:13]1[CH2:23][O:24][CH2:25][CH3:26].C(N(CC)CC)C, predict the reaction product. The product is: [NH2:22][C:16]1[C:15]2[N:14]=[C:13]([CH2:23][O:24][CH2:25][CH3:26])[N:12]([CH2:11][CH2:10][CH2:9][CH2:8][NH:7][C:1](=[O:5])[CH:2]([CH3:4])[CH3:3])[C:20]=2[CH:19]=[C:18]([CH3:21])[N:17]=1. (4) Given the reactants [CH2:1]([O:3][C:4](=[O:21])[CH2:5][N:6]1[C:15]2[C:10](=[C:11]([N+:16]([O-])=O)[CH:12]=[CH:13][CH:14]=2)[C:9](=[O:19])[C:8]([CH3:20])=[CH:7]1)[CH3:2], predict the reaction product. The product is: [NH2:16][C:11]1[CH:12]=[CH:13][CH:14]=[C:15]2[C:10]=1[C:9](=[O:19])[C:8]([CH3:20])=[CH:7][N:6]2[CH2:5][C:4]([O:3][CH2:1][CH3:2])=[O:21].